Dataset: Catalyst prediction with 721,799 reactions and 888 catalyst types from USPTO. Task: Predict which catalyst facilitates the given reaction. (1) Reactant: [CH2:1]([N:8]1[CH2:13][CH2:12][C:11](=[N:14][NH:15][C:16](=[S:18])[NH2:17])[CH2:10][CH2:9]1)[C:2]1[CH:7]=[CH:6][CH:5]=[CH:4][CH:3]=1.Br[CH2:20][C:21]([C:23]1[CH:28]=[CH:27][CH:26]=[C:25]([N+:29]([O-:31])=[O:30])[CH:24]=1)=O. Product: [CH2:1]([N:8]1[CH2:13][CH2:12][C:11](=[N:14][NH:15][C:16]2[S:18][CH:20]=[C:21]([C:23]3[CH:28]=[CH:27][CH:26]=[C:25]([N+:29]([O-:31])=[O:30])[CH:24]=3)[N:17]=2)[CH2:10][CH2:9]1)[C:2]1[CH:3]=[CH:4][CH:5]=[CH:6][CH:7]=1. The catalyst class is: 1. (2) Reactant: Br[C:2]1[CH:3]=[C:4]([NH:11][S:12]([C:15]2[CH:20]=[CH:19][C:18]([O:21][CH3:22])=[CH:17][CH:16]=2)(=[O:14])=[O:13])[C:5]([NH:8][CH2:9][CH3:10])=[N:6][CH:7]=1.[B:23]1([B:23]2[O:27][C:26]([CH3:29])([CH3:28])[C:25]([CH3:31])([CH3:30])[O:24]2)[O:27][C:26]([CH3:29])([CH3:28])[C:25]([CH3:31])([CH3:30])[O:24]1.C([O-])(=O)C.[K+]. Product: [CH2:9]([NH:8][C:5]1[C:4]([NH:11][S:12]([C:15]2[CH:20]=[CH:19][C:18]([O:21][CH3:22])=[CH:17][CH:16]=2)(=[O:14])=[O:13])=[CH:3][C:2]([B:23]2[O:27][C:26]([CH3:29])([CH3:28])[C:25]([CH3:31])([CH3:30])[O:24]2)=[CH:7][N:6]=1)[CH3:10]. The catalyst class is: 12.